Dataset: NCI-60 drug combinations with 297,098 pairs across 59 cell lines. Task: Regression. Given two drug SMILES strings and cell line genomic features, predict the synergy score measuring deviation from expected non-interaction effect. (1) Drug 1: CCCS(=O)(=O)NC1=C(C(=C(C=C1)F)C(=O)C2=CNC3=C2C=C(C=N3)C4=CC=C(C=C4)Cl)F. Drug 2: C1=CC(=CC=C1CCCC(=O)O)N(CCCl)CCCl. Cell line: NCIH23. Synergy scores: CSS=44.2, Synergy_ZIP=0.815, Synergy_Bliss=-4.08, Synergy_Loewe=-8.36, Synergy_HSA=-6.78. (2) Drug 1: C1=CN(C(=O)N=C1N)C2C(C(C(O2)CO)O)O.Cl. Drug 2: CC1=C(C=C(C=C1)C(=O)NC2=CC(=CC(=C2)C(F)(F)F)N3C=C(N=C3)C)NC4=NC=CC(=N4)C5=CN=CC=C5. Cell line: HOP-62. Synergy scores: CSS=24.2, Synergy_ZIP=6.09, Synergy_Bliss=8.26, Synergy_Loewe=8.26, Synergy_HSA=9.39. (3) Drug 1: CNC(=O)C1=CC=CC=C1SC2=CC3=C(C=C2)C(=NN3)C=CC4=CC=CC=N4. Drug 2: C1CN1P(=S)(N2CC2)N3CC3. Cell line: IGROV1. Synergy scores: CSS=9.59, Synergy_ZIP=-3.39, Synergy_Bliss=-2.08, Synergy_Loewe=-2.42, Synergy_HSA=-2.03. (4) Synergy scores: CSS=0.814, Synergy_ZIP=-0.986, Synergy_Bliss=0.724, Synergy_Loewe=-0.526, Synergy_HSA=-0.270. Cell line: OVCAR-4. Drug 1: C1=C(C(=O)NC(=O)N1)N(CCCl)CCCl. Drug 2: C1=NC2=C(N=C(N=C2N1C3C(C(C(O3)CO)O)O)F)N. (5) Drug 1: CN(C)C1=NC(=NC(=N1)N(C)C)N(C)C. Drug 2: CCC1(C2=C(COC1=O)C(=O)N3CC4=CC5=C(C=CC(=C5CN(C)C)O)N=C4C3=C2)O.Cl. Cell line: HS 578T. Synergy scores: CSS=-8.94, Synergy_ZIP=-0.733, Synergy_Bliss=0.212, Synergy_Loewe=-15.0, Synergy_HSA=-6.78.